The task is: Binary Classification. Given a miRNA mature sequence and a target amino acid sequence, predict their likelihood of interaction.. This data is from Experimentally validated miRNA-target interactions with 360,000+ pairs, plus equal number of negative samples. (1) The miRNA is hsa-miR-92a-3p with sequence UAUUGCACUUGUCCCGGCCUGU. The protein sequence of the target gene is MSPTISHKDSSRQRRPGNFSHSLDMKSGPLPPGGWDDSHLDSAGREGDREALLGDTGTGDFLKAPQSFRAELSSILLLLFLYVLQGIPLGLAGSIPLILQSKNVSYTDQAFFSFVFWPFSLKLLWAPLVDAVYVKNFGRRKSWLVPTQYILGLFMIYLSTQVDRLLGNTDDRTPDVIALTVAFFLFEFLAATQDIAVDGWALTMLSRENVGYASTCNSVGQTAGYFLGNVLFLALESADFCNKYLRFQPQPRGIVTLSDFLFFWGTVFLITTTLVALLKKENEVSVVKEETQGITDTYKL.... Result: 1 (interaction). (2) The miRNA is hsa-miR-1234-3p with sequence UCGGCCUGACCACCCACCCCAC. The protein sequence of the target gene is MKQQQWCGMTAKMGTVLSGVFTIMAVDMYLIFEQKHLGNGSCTEITPKYRGASNIINNFIICWSFKIVLFLSFITILISCFLLYSVYAQIFRGLVIYIVWIFFYETANVVIQILTNNDFDIKEVRIMRWFGLVSRTVMHCFWMFFVINYAHITYKNRSQGNIISYKRRISTAEILHSRNKRLSISSGFSGSHLESQYFERQSFHTSIFTCLSPVPSSAPSTCRYTIDVC. Result: 0 (no interaction). (3) The miRNA is hsa-miR-10a-5p with sequence UACCCUGUAGAUCCGAAUUUGUG. The protein sequence of the target gene is MTESAVCTGAVSAVKEVWEERIKKHHEDVKREKEFQHKLVRIWEDRVSLTKLKEKVTREDGRVILRIEKEEWKTLPSSLLKLNQLQEWQLHRTGLLKIPEFIGRFQHLIVLDLSRNTISEIPRGIGLLTRLQELILSYNKIKTVPKELSNCTSLEKLELAVNRDISDLPPELSKLLKLTHLDLSMNQFTTIPHAVLDMPALEWLDMGSNSLQQLPDSLDRMRSLHTLWLQRNEITCLPETIKNMKNLGTLVLSNNKLQDIPGCMEEMTNLRFVNFRDNPLRLEVTLPPSDNTDGEEEQEL.... Result: 0 (no interaction). (4) The miRNA is hsa-miR-4800-3p with sequence CAUCCGUCCGUCUGUCCAC. The protein sequence of the target gene is MQTPRPAMRMEAGEAAPPAGAGGRAAGGWGKWVRLNVGGTVFLTTRQTLCREQKSFLSRLCQGEELQSDRDETGAYLIDRDPTYFGPILNFLRHGKLVLDKDMAEEGVLEEAEFYNIGPLIRIIKDRMEEKDYTVTQVPPKHVYRVLQCQEEELTQMVSTMSDGWRFEQLVNIGSSYNYGSEDQAEFLCVVSKELHSTPNGLSSESSRKTKSTEEQLEEQQQQEEEVEEVEVEQVQVEADAQEKAQSSQDPANLFSLPPLPPPPLPAGGSRPHPLRPEAELAVRASPRPLARPQSCHPCC.... Result: 0 (no interaction).